From a dataset of Forward reaction prediction with 1.9M reactions from USPTO patents (1976-2016). Predict the product of the given reaction. Given the reactants CO[C:3](=[O:13])[CH:4](O)[C:5]1[CH:10]=[CH:9][C:8]([Br:11])=[CH:7][CH:6]=1.[CH3:14][C:15]1[CH:20]=[CH:19][C:18]([SH:21])=[CH:17][CH:16]=1.[NH2:22][C:23]1[CH:28]=[CH:27][CH:26]=[CH:25][N:24]=1, predict the reaction product. The product is: [Br:11][C:8]1[CH:7]=[CH:6][C:5]([CH:4]([S:21][C:18]2[CH:19]=[CH:20][C:15]([CH3:14])=[CH:16][CH:17]=2)[C:3]([NH:22][C:23]2[CH:28]=[CH:27][CH:26]=[CH:25][N:24]=2)=[O:13])=[CH:10][CH:9]=1.